This data is from Reaction yield outcomes from USPTO patents with 853,638 reactions. The task is: Predict the reaction yield, written as a fraction of the theoretical maximum amount of product (1.0 means a 100% yield; for example, 0.34 means a 34% yield). (1) The reactants are Br[CH2:2][C:3]1[CH:8]=[CH:7][C:6]([CH3:9])=[CH:5][CH:4]=1.[SH:10][CH2:11][CH2:12][OH:13].C([O-])([O-])=O.[K+].[K+].C(Cl)Cl. The catalyst is O. The product is [CH3:9][C:6]1[CH:7]=[CH:8][C:3]([CH2:2][S:10][CH2:11][CH2:12][OH:13])=[CH:4][CH:5]=1. The yield is 0.980. (2) The reactants are [C:1]([C:5]1[CH:10]=[C:9]([F:11])[C:8]([CH3:12])=[CH:7][C:6]=1[O:13][CH2:14][O:15][CH3:16])([CH3:4])([CH3:3])[CH3:2].[Li]CCCC.[C:22](=[O:24])=[O:23]. The catalyst is C1COCC1. The product is [C:1]([C:5]1[C:6]([O:13][CH2:14][O:15][CH3:16])=[C:7]([C:8]([CH3:12])=[C:9]([F:11])[CH:10]=1)[C:22]([OH:24])=[O:23])([CH3:4])([CH3:2])[CH3:3]. The yield is 0.840. (3) The reactants are [C:1](Cl)(Cl)=[O:2].[OH:5][C:6]1[N:11]=[CH:10][C:9]([N:12]2[C:17](=[O:18])[CH2:16][C:15]([CH3:20])([CH3:19])[CH2:14][C:13]2=[O:21])=[CH:8][CH:7]=1.C(N(CC)CC)C.N12CCN(CC1)CC2.[N:37]1[CH:42]=[CH:41][CH:40]=[CH:39][C:38]=1[CH2:43][N:44]1[CH2:49][CH2:48][NH:47][CH2:46][CH2:45]1. The catalyst is ClCCl. The product is [CH3:20][C:15]1([CH3:19])[CH2:16][C:17](=[O:18])[N:12]([C:9]2[CH:10]=[N:11][C:6]([O:5][C:1]([N:47]3[CH2:48][CH2:49][N:44]([CH2:43][C:38]4[CH:39]=[CH:40][CH:41]=[CH:42][N:37]=4)[CH2:45][CH2:46]3)=[O:2])=[CH:7][CH:8]=2)[C:13](=[O:21])[CH2:14]1. The yield is 0.360. (4) The reactants are Cl[SiH:2]1[N:6]([C:7]([CH3:10])([CH3:9])[CH3:8])[CH:5]=[CH:4][N:3]1[C:11]([CH3:14])([CH3:13])[CH3:12].[CH3:15][CH2:16][CH2:17]CCC. No catalyst specified. The product is [C:11]([N:3]1[CH:4]=[CH:5][N:6]([C:7]([CH3:10])([CH3:9])[CH3:8])[SiH:2]1[CH2:17][CH:16]=[CH2:15])([CH3:14])([CH3:13])[CH3:12]. The yield is 0.850. (5) The reactants are [F:1][C:2]1([F:16])[CH2:7][CH2:6][C@@:5]([C:9]2[N:13]([CH3:14])[N:12]=[CH:11][CH:10]=2)(O)[C@H:4]([OH:15])[CH2:3]1.C(OC)(OC)(OC)C.[Br-].[Li+].C(Br)(=O)C.C(=O)([O-])[O-].[K+].[K+]. The catalyst is ClCCl.C1(C)C=CC(S(O)(=O)=O)=CC=1.O. The product is [F:1][C:2]1([F:16])[CH2:3][C@H:4]2[C@:5]([C:9]3[N:13]([CH3:14])[N:12]=[CH:11][CH:10]=3)([O:15]2)[CH2:6][CH2:7]1. The yield is 0.700. (6) The reactants are [Cl-].O[NH3+:3].[C:4](=[O:7])([O-])[OH:5].[Na+].CS(C)=O.[CH:13]([C:16]1[CH:21]=[CH:20][C:19]([N:22]2[C:27](=[O:28])[C:26]([CH2:29][C:30]3[CH:35]=[CH:34][C:33]([C:36]4[C:37]([C:42]#[N:43])=[CH:38][CH:39]=[CH:40][CH:41]=4)=[CH:32][CH:31]=3)=[C:25]([CH2:44][CH2:45][CH3:46])[N:24]=[C:23]2[CH3:47])=[CH:18][CH:17]=1)([CH3:15])[CH3:14]. The catalyst is O.C(OCC)(=O)C. The product is [CH:13]([C:16]1[CH:17]=[CH:18][C:19]([N:22]2[C:27](=[O:28])[C:26]([CH2:29][C:30]3[CH:35]=[CH:34][C:33]([C:36]4[CH:41]=[CH:40][CH:39]=[CH:38][C:37]=4[C:42]4[NH:3][C:4](=[O:7])[O:5][N:43]=4)=[CH:32][CH:31]=3)=[C:25]([CH2:44][CH2:45][CH3:46])[N:24]=[C:23]2[CH3:47])=[CH:20][CH:21]=1)([CH3:15])[CH3:14]. The yield is 0.660. (7) No catalyst specified. The yield is 0.780. The reactants are C([O:3][C:4](=[O:47])[CH2:5][CH2:6][CH2:7][NH:8][C@H:9]([C:41]1[CH:46]=[CH:45][CH:44]=[CH:43][CH:42]=1)[CH2:10][N:11]1[C:16](=[O:17])[C:15]([C:18]2[CH:23]=[CH:22][CH:21]=[C:20]([O:24][CH3:25])[C:19]=2[F:26])=[C:14]([CH3:27])[N:13]([CH2:28][C:29]2[C:34]([C:35]([F:38])([F:37])[F:36])=[CH:33][CH:32]=[CH:31][C:30]=2[F:39])[C:12]1=[O:40])C.[OH-].[Na+:49].O. The product is [Na+:49].[F:26][C:19]1[C:20]([O:24][CH3:25])=[CH:21][CH:22]=[CH:23][C:18]=1[C:15]1[C:16](=[O:17])[N:11]([CH2:10][C@H:9]([NH:8][CH2:7][CH2:6][CH2:5][C:4]([O-:47])=[O:3])[C:41]2[CH:42]=[CH:43][CH:44]=[CH:45][CH:46]=2)[C:12](=[O:40])[N:13]([CH2:28][C:29]2[C:34]([C:35]([F:38])([F:36])[F:37])=[CH:33][CH:32]=[CH:31][C:30]=2[F:39])[C:14]=1[CH3:27].